From a dataset of Reaction yield outcomes from USPTO patents with 853,638 reactions. Predict the reaction yield, written as a fraction of the theoretical maximum amount of product (1.0 means a 100% yield; for example, 0.34 means a 34% yield). (1) The reactants are C([O:5][C:6](=[O:38])[CH:7]([NH:11][S:12]([C:15]1[CH:20]=[CH:19][C:18]([C:21]2[CH:26]=[CH:25][C:24]([O:27][C:28](=[O:37])[NH:29][C:30]3[CH:35]=[CH:34][C:33]([F:36])=[CH:32][CH:31]=3)=[CH:23][CH:22]=2)=[CH:17][CH:16]=1)(=[O:14])=[O:13])[CH:8]([CH3:10])[CH3:9])(C)(C)C.C(O)(C(F)(F)F)=O. The catalyst is ClC(Cl)C. The product is [F:36][C:33]1[CH:32]=[CH:31][C:30]([NH:29][C:28]([O:27][C:24]2[CH:23]=[CH:22][C:21]([C:18]3[CH:19]=[CH:20][C:15]([S:12]([NH:11][CH:7]([CH:8]([CH3:10])[CH3:9])[C:6]([OH:38])=[O:5])(=[O:14])=[O:13])=[CH:16][CH:17]=3)=[CH:26][CH:25]=2)=[O:37])=[CH:35][CH:34]=1. The yield is 0.890. (2) The reactants are [Cl:1][C:2]1[CH:7]=[CH:6][CH:5]=[C:4]([Cl:8])[C:3]=1[C:9]([CH3:13])([CH3:12])[C:10]#[N:11].[Br:14][C:15]1[CH:21]=[CH:20][C:18]([NH2:19])=[C:17]([F:22])[CH:16]=1.C[Al](C)C.C1(C)C=CC=CC=1. The catalyst is CC1C=CC=CC=1C. The product is [Br:14][C:15]1[CH:21]=[CH:20][C:18]([NH:19][C:10](=[NH:11])[C:9]([C:3]2[C:2]([Cl:1])=[CH:7][CH:6]=[CH:5][C:4]=2[Cl:8])([CH3:13])[CH3:12])=[C:17]([F:22])[CH:16]=1. The yield is 0.464. (3) The reactants are COC([C:5]1([C:20]([OH:22])=O)[CH:13]=[C:12]([N:14]([CH3:19])[S:15]([CH3:18])(=[O:17])=[O:16])[CH:11]=[C:7]([C:8]([OH:10])=[O:9])[CH2:6]1)=O.[CH3:23][CH2:24][N:25]=C=NCCCN(C)C.Cl.[CH:35]1[CH:36]=[CH:37][C:38]2N(O)N=N[C:39]=2[CH:40]=1.O. The catalyst is C(OCC)(=O)C.C1(C)C=CC=CC=1.CN(C)C=O. The product is [CH3:19][N:14]([S:15]([CH3:18])(=[O:16])=[O:17])[C:12]1[CH:11]=[C:7]([CH:6]=[C:5]([C:20]([NH:25][C@@H:24]([C:39]2[CH:38]=[CH:37][CH:36]=[CH:35][CH:40]=2)[CH3:23])=[O:22])[CH:13]=1)[C:8]([OH:10])=[O:9]. The yield is 0.880. (4) The reactants are [Br:1][C:2]1[CH:7]=[C:6]([CH2:8]Br)[C:5]([Br:10])=[CH:4][C:3]=1[CH2:11]Br.[P:13]([O:20][CH2:21][CH3:22])([O:17]CC)[O:14][CH2:15][CH3:16]. No catalyst specified. The product is [Br:10][C:5]1([P:13]([O:14][CH2:15][CH3:16])(=[O:17])[O:20][CH2:21][CH3:22])[C:4]([P:13]([O:20][CH2:21][CH3:22])(=[O:17])[O:14][CH2:15][CH3:16])=[C:3]([CH3:11])[C:2]([Br:1])=[CH:7][CH:6]1[CH3:8]. The yield is 0.822. (5) The reactants are [Si:1]([O:8][CH2:9][C:10]1[C:11]([C:16](=O)/[CH:17]=[CH:18]/[N:19](C)C)=[N:12][CH:13]=[CH:14][CH:15]=1)([C:4]([CH3:7])([CH3:6])[CH3:5])([CH3:3])[CH3:2].Cl.Cl.[F:25][C:26]([F:32])([F:31])[CH2:27][CH2:28][NH:29]N. The catalyst is CCO. The product is [Si:1]([O:8][CH2:9][C:10]1[C:11]([C:16]2[N:29]([CH2:28][CH2:27][C:26]([F:32])([F:31])[F:25])[N:19]=[CH:18][CH:17]=2)=[N:12][CH:13]=[CH:14][CH:15]=1)([C:4]([CH3:5])([CH3:6])[CH3:7])([CH3:2])[CH3:3]. The yield is 0.760. (6) No catalyst specified. The yield is 0.950. The reactants are [Cl:1][C:2]1[CH:23]=[CH:22][C:5]([CH:6]([N:13]2[CH2:18][CH2:17][N:16]([CH2:19][CH2:20][NH2:21])[CH2:15][CH2:14]2)[C:7]2[CH:12]=[CH:11][CH:10]=[CH:9][CH:8]=2)=[CH:4][CH:3]=1.[CH2:24]([C:28]1[N:32]([C:33]2[CH:38]=[CH:37][CH:36]=[CH:35][CH:34]=2)[N:31]=[C:30]([CH:39]=O)[CH:29]=1)[CH:25]([CH3:27])[CH3:26]. The product is [CH2:24]([C:28]1[N:32]([C:33]2[CH:38]=[CH:37][CH:36]=[CH:35][CH:34]=2)[N:31]=[C:30]([CH2:39][NH:21][CH2:20][CH2:19][N:16]2[CH2:15][CH2:14][N:13]([CH:6]([C:7]3[CH:8]=[CH:9][CH:10]=[CH:11][CH:12]=3)[C:5]3[CH:4]=[CH:3][C:2]([Cl:1])=[CH:23][CH:22]=3)[CH2:18][CH2:17]2)[CH:29]=1)[CH:25]([CH3:27])[CH3:26]. (7) The reactants are [F:1][C:2]1[CH:7]=[CH:6][CH:5]=[CH:4][C:3]=1[CH:8]([OH:25])[CH2:9][O:10][C:11]1[CH:24]=[CH:23][C:14]([CH2:15][CH:16]2[S:20][C:19](=[O:21])[NH:18][C:17]2=[O:22])=[CH:13][CH:12]=1.CS(C)=O.O=P12OP3(OP(OP(O3)(O1)=O)(=O)O2)=O.C(N(CC)CC)C. The catalyst is C(Cl)Cl.O. The product is [F:1][C:2]1[CH:7]=[CH:6][CH:5]=[CH:4][C:3]=1[C:8](=[O:25])[CH2:9][O:10][C:11]1[CH:24]=[CH:23][C:14]([CH2:15][CH:16]2[S:20][C:19](=[O:21])[NH:18][C:17]2=[O:22])=[CH:13][CH:12]=1. The yield is 0.660. (8) The reactants are Cl.[CH2:2]([C@@H:5]1[C@H:14]2[CH2:15][CH2:16][N:17]([C:18]([C@H:20]3[CH2:25][CH2:24][CH2:23][CH2:22][C@H:21]3[NH2:26])=[O:19])[C@H:13]2[C:12]2[CH:11]=[CH:10][CH:9]=[CH:8][C:7]=2[NH:6]1)[CH2:3][CH3:4].[CH3:27][C:28]1[NH:32][C:31]2[CH:33]=[CH:34][C:35]([C:37](O)=[O:38])=[CH:36][C:30]=2[N:29]=1.CCOC(OC(OCC)=O)=O.O. The catalyst is CN(C=O)C. The product is [CH3:27][C:28]1[NH:32][C:31]2[CH:33]=[CH:34][C:35]([C:37]([NH:26][C@@H:21]3[CH2:22][CH2:23][CH2:24][CH2:25][C@@H:20]3[C:18]([N:17]3[C@@H:13]4[C@@H:14]([C@H:5]([CH2:2][CH2:3][CH3:4])[NH:6][C:7]5[CH:8]=[CH:9][CH:10]=[CH:11][C:12]=54)[CH2:15][CH2:16]3)=[O:19])=[O:38])=[CH:36][C:30]=2[N:29]=1. The yield is 0.470. (9) The reactants are [OH:1][C:2]1([C:6]2[CH:11]=[CH:10][C:9]([NH:12][C:13](=[O:21])OC3C=CC=CC=3)=[CH:8][CH:7]=2)[CH2:5][O:4][CH2:3]1.Cl.[Cl:23][C:24]1[CH:25]=[C:26]([N:30]2[C:34]([CH2:35][NH2:36])=[CH:33][C:32]([C:37]([F:40])([F:39])[F:38])=[N:31]2)[CH:27]=[CH:28][CH:29]=1. The catalyst is C(Cl)Cl. The product is [Cl:23][C:24]1[CH:25]=[C:26]([N:30]2[C:34]([CH2:35][NH:36][C:13]([NH:12][C:9]3[CH:8]=[CH:7][C:6]([C:2]4([OH:1])[CH2:3][O:4][CH2:5]4)=[CH:11][CH:10]=3)=[O:21])=[CH:33][C:32]([C:37]([F:38])([F:39])[F:40])=[N:31]2)[CH:27]=[CH:28][CH:29]=1. The yield is 0.610. (10) The reactants are [C:1]([C:5]1[CH:6]=[CH:7][C:8]2[CH2:9][C:10]3[C:15]([C:16]=2[CH:17]=1)=[CH:14][C:13]([C:18]([CH3:21])([CH3:20])[CH3:19])=[CH:12][CH:11]=3)([CH3:4])([CH3:3])[CH3:2].[CH3:22]CCCCC.C([Li])CCC.[C:33]([C:37]1[CH:38]=[CH:39][C:40](=[C:42]([CH2:45]C)[CH2:43][CH3:44])[CH:41]=1)([CH3:36])([CH3:35])[CH3:34]. The product is [C:33]([C:37]1[CH:38]=[CH:39][CH:40]([CH:42]([CH:43]([C:11]2[C:10]3[CH2:9][C:8]4[C:16](=[CH:17][C:5]([C:1]([CH3:4])([CH3:3])[CH3:2])=[CH:6][CH:7]=4)[C:15]=3[CH:14]=[C:13]([C:18]([CH3:21])([CH3:20])[CH3:19])[CH:12]=2)[CH2:44][CH3:22])[CH3:45])[CH:41]=1)([CH3:34])([CH3:35])[CH3:36]. The yield is 0.700. The catalyst is C1COCC1.CCOCC.O.